Dataset: Catalyst prediction with 721,799 reactions and 888 catalyst types from USPTO. Task: Predict which catalyst facilitates the given reaction. Reactant: [Br:1][C:2]1[CH:9]=[CH:8][C:5]([CH2:6]Br)=[C:4]([C:10]([F:13])([F:12])[F:11])[CH:3]=1.[C:14]([O-:17])(=[S:16])[CH3:15].[K+]. Product: [Br:1][C:2]1[CH:9]=[CH:8][C:5]([CH2:6][S:16][C:14](=[O:17])[CH3:15])=[C:4]([C:10]([F:13])([F:12])[F:11])[CH:3]=1. The catalyst class is: 21.